This data is from NCI-60 drug combinations with 297,098 pairs across 59 cell lines. The task is: Regression. Given two drug SMILES strings and cell line genomic features, predict the synergy score measuring deviation from expected non-interaction effect. Drug 1: CNC(=O)C1=NC=CC(=C1)OC2=CC=C(C=C2)NC(=O)NC3=CC(=C(C=C3)Cl)C(F)(F)F. Drug 2: C(CCl)NC(=O)N(CCCl)N=O. Cell line: NCI-H226. Synergy scores: CSS=-1.59, Synergy_ZIP=2.59, Synergy_Bliss=2.89, Synergy_Loewe=-2.41, Synergy_HSA=-1.99.